This data is from Full USPTO retrosynthesis dataset with 1.9M reactions from patents (1976-2016). The task is: Predict the reactants needed to synthesize the given product. Given the product [CH2:35]([O:34][C:32]([C:2]1[CH:15]=[C:14]2[C:5]([O:6][CH2:7][CH2:8][N:9]3[C:13]2=[N:12][C:11]([C:16]2[N:20]([CH:21]([CH3:23])[CH3:22])[N:19]=[C:18]([CH3:24])[N:17]=2)=[CH:10]3)=[CH:4][C:3]=1[O:25][CH3:26])=[CH2:33])[CH3:36], predict the reactants needed to synthesize it. The reactants are: Br[C:2]1[CH:15]=[C:14]2[C:5]([O:6][CH2:7][CH2:8][N:9]3[C:13]2=[N:12][C:11]([C:16]2[N:20]([CH:21]([CH3:23])[CH3:22])[N:19]=[C:18]([CH3:24])[N:17]=2)=[CH:10]3)=[CH:4][C:3]=1[O:25][CH3:26].C([Sn](CCCC)(CCCC)[C:32]([O:34][CH2:35][CH3:36])=[CH2:33])CCC.[Li+].[Cl-].[F-].[K+].